This data is from Full USPTO retrosynthesis dataset with 1.9M reactions from patents (1976-2016). The task is: Predict the reactants needed to synthesize the given product. (1) Given the product [F:12][C:9]1[CH:10]=[CH:11][C:6]([CH2:5][CH2:4][CH:3]=[O:2])=[C:7]([S:13][CH3:14])[CH:8]=1, predict the reactants needed to synthesize it. The reactants are: C[O:2][C:3](=O)[CH2:4][CH2:5][C:6]1[CH:11]=[CH:10][C:9]([F:12])=[CH:8][C:7]=1[S:13][CH3:14].CC(C[AlH]CC(C)C)C.CO. (2) The reactants are: [F:1][C@:2]1([CH3:18])[C@H:6]([OH:7])[C@@H:5]([CH2:8][OH:9])[O:4][C@H:3]1[N:10]1[CH:17]=[CH:16][C:14](=[O:15])[NH:13][C:11]1=[O:12].N1C=CN=C1.[C:24]([Si:28](Cl)([CH3:30])[CH3:29])([CH3:27])([CH3:26])[CH3:25]. Given the product [Si:28]([CH:8]([OH:9])[C@H:5]1[O:4][C@@H:3]([N:10]2[CH:17]=[CH:16][C:14](=[O:15])[NH:13][C:11]2=[O:12])[C@@:2]([F:1])([CH3:18])[C@@H:6]1[OH:7])([C:24]([CH3:27])([CH3:26])[CH3:25])([CH3:30])[CH3:29], predict the reactants needed to synthesize it. (3) The reactants are: [CH3:1][O:2][C:3]1[CH:4]=[C:5]2[C:10](=[CH:11][CH:12]=1)[CH:9]=[C:8]([OH:13])[CH:7]=[CH:6]2.C1C(=O)N([Br:21])C(=O)C1. Given the product [Br:21][C:9]1[C:10]2[C:5](=[CH:4][C:3]([O:2][CH3:1])=[CH:12][CH:11]=2)[CH:6]=[CH:7][C:8]=1[OH:13], predict the reactants needed to synthesize it. (4) Given the product [CH3:16][O:15][C:13]1[CH:12]=[CH:11][C:3]2[N:4]([C:5]3[CH:10]=[CH:9][CH:8]=[CH:7][N:6]=3)[C:25](/[CH:24]=[CH:23]/[C:22]3[CH:21]=[CH:20][O:19][C:18]=3[CH3:17])=[N:1][C:2]=2[CH:14]=1, predict the reactants needed to synthesize it. The reactants are: [NH2:1][C:2]1[CH:14]=[C:13]([O:15][CH3:16])[CH:12]=[CH:11][C:3]=1[NH:4][C:5]1[CH:10]=[CH:9][CH:8]=[CH:7][N:6]=1.[CH3:17][C:18]1[O:19][CH:20]=[CH:21][C:22]=1/[CH:23]=[CH:24]/[C:25](Cl)=O.N1C=CC=CC=1N1C2C=CC=CC=2N=C1/C=C/C1C=CC=CC=1. (5) Given the product [OH:23][N:14]=[C:18]([C:19]1[S:8][C:7]([C:9]([OH:11])=[O:10])=[CH:6][CH:5]=1)[CH3:20], predict the reactants needed to synthesize it. The reactants are: C(C1[S:8][C:7]([C:9]([OH:11])=[O:10])=[CH:6][CH:5]=1)(=O)C.CC[N:14]([CH:18]([CH3:20])[CH3:19])C(C)C.CC[OH:23]. (6) The reactants are: [C:1]([C:4]1[CH:5]=[C:6]([CH:35]=[CH:36][CH:37]=1)[O:7][C:8]1[CH:13]=[CH:12][C:11]([NH:14][C:15]2[C:16]3[N:23]([CH2:24][CH2:25][NH:26][C:27](=[O:33])[CH2:28][C:29]([OH:32])([CH3:31])[CH3:30])[CH:22]=[CH:21][C:17]=3[N:18]=[CH:19][N:20]=2)=[CH:10][C:9]=1[Cl:34])(=O)[CH3:2].Cl.[CH2:39]([O:41][NH2:42])[CH3:40].C([O-])(=O)C.[Na+].O. Given the product [ClH:34].[Cl:34][C:9]1[CH:10]=[C:11]([NH:14][C:15]2[C:16]3[N:23]([CH2:24][CH2:25][NH:26][C:27](=[O:33])[CH2:28][C:29]([OH:32])([CH3:30])[CH3:31])[CH:22]=[CH:21][C:17]=3[N:18]=[CH:19][N:20]=2)[CH:12]=[CH:13][C:8]=1[O:7][C:6]1[CH:35]=[CH:36][CH:37]=[C:4](/[C:1](=[N:42]/[O:41][CH2:39][CH3:40])/[CH3:2])[CH:5]=1, predict the reactants needed to synthesize it. (7) Given the product [C:23]([C:26]1[S:30][C:29](/[C:2](/[Br:22])=[CH:3]/[C:4]2[CH:9]=[CH:8][C:7]([N:10]3[CH2:14][C@H:13]([CH2:15][NH:16][C:17](=[O:19])[CH3:18])[O:12][C:11]3=[O:20])=[CH:6][C:5]=2[F:21])=[CH:28][CH:27]=1)(=[O:25])[CH3:24], predict the reactants needed to synthesize it. The reactants are: Br[C:2]([Br:22])=[CH:3][C:4]1[CH:9]=[CH:8][C:7]([N:10]2[CH2:14][C@H:13]([CH2:15][NH:16][C:17](=[O:19])[CH3:18])[O:12][C:11]2=[O:20])=[CH:6][C:5]=1[F:21].[C:23]([C:26]1[S:30][C:29](B(O)O)=[CH:28][CH:27]=1)(=[O:25])[CH3:24].C(=O)([O-])[O-].[Na+].[Na+]. (8) Given the product [Cl:3][C:4]1[CH:5]=[C:6]([C:14]2[O:18][N:17]=[C:16]([C:19]3[CH:20]=[C:21]4[C:25](=[CH:26][CH:27]=3)[N:24]([CH3:28])[C:23]([CH2:29][CH2:30][C:31]([OH:33])=[O:32])=[CH:22]4)[N:15]=2)[CH:7]=[N:8][C:9]=1[O:10][CH:11]([CH3:12])[CH3:13], predict the reactants needed to synthesize it. The reactants are: [OH-].[Na+].[Cl:3][C:4]1[CH:5]=[C:6]([C:14]2[O:18][N:17]=[C:16]([C:19]3[CH:20]=[C:21]4[C:25](=[CH:26][CH:27]=3)[N:24]([CH3:28])[C:23]([CH2:29][CH2:30][C:31]([O:33]C)=[O:32])=[CH:22]4)[N:15]=2)[CH:7]=[N:8][C:9]=1[O:10][CH:11]([CH3:13])[CH3:12].Cl. (9) Given the product [CH3:8][O:9][C:10]1[CH:11]=[C:12]2[C:17](=[CH:18][C:19]=1[O:20][CH3:21])[N:16]=[CH:15][N:14]=[C:13]2[N:22]1[CH2:26][CH2:25][CH:24]([NH:27][C:38](=[O:39])[CH2:37][C:34]2[CH:35]=[CH:36][C:31]([CH:28]([CH3:29])[CH3:30])=[CH:32][CH:33]=2)[CH2:23]1, predict the reactants needed to synthesize it. The reactants are: FC(F)(F)C(O)=O.[CH3:8][O:9][C:10]1[CH:11]=[C:12]2[C:17](=[CH:18][C:19]=1[O:20][CH3:21])[N:16]=[CH:15][N:14]=[C:13]2[N:22]1[CH2:26][CH2:25][CH:24]([NH2:27])[CH2:23]1.[CH:28]([C:31]1[CH:36]=[CH:35][C:34]([CH2:37][C:38](O)=[O:39])=[CH:33][CH:32]=1)([CH3:30])[CH3:29].C1C=CC2N(O)N=NC=2C=1.CN(C(ON1N=NC2C=CC=CC1=2)=[N+](C)C)C.F[P-](F)(F)(F)(F)F.CCN(C(C)C)C(C)C.